Dataset: Reaction yield outcomes from USPTO patents with 853,638 reactions. Task: Predict the reaction yield, written as a fraction of the theoretical maximum amount of product (1.0 means a 100% yield; for example, 0.34 means a 34% yield). (1) The reactants are [S:1]1[CH:5]=[CH:4][CH:3]=[C:2]1[S:6]([NH:9][C:10]1[CH:11]=[CH:12][CH:13]=[C:14]2[C:18]=1[NH:17][C:16]([C:19]([OH:21])=O)=[CH:15]2)(=[O:8])=[O:7].[CH2:22]([S:29][C:30]([CH3:34])([CH3:33])[CH2:31][NH2:32])[C:23]1[CH:28]=[CH:27][CH:26]=[CH:25][CH:24]=1.N1(O)C2C=CC=CC=2N=N1.Cl.CN(C)CCCN=C=NCC. The catalyst is O.CN(C)C=O. The product is [CH2:22]([S:29][C:30]([CH3:34])([CH3:33])[CH2:31][NH:32][C:19]([C:16]1[NH:17][C:18]2[C:14]([CH:15]=1)=[CH:13][CH:12]=[CH:11][C:10]=2[NH:9][S:6]([C:2]1[S:1][CH:5]=[CH:4][CH:3]=1)(=[O:7])=[O:8])=[O:21])[C:23]1[CH:28]=[CH:27][CH:26]=[CH:25][CH:24]=1. The yield is 0.770. (2) The reactants are [S:1]([Cl:5])(=O)(=[O:3])[OH:2].[CH3:6][N:7]([C:9]1[CH:14]=[CH:13][CH:12]=[CH:11][CH:10]=1)[CH3:8].[Cl-].[Na+].O.O. The catalyst is ClCCl. The product is [CH3:6][N:7]([CH3:8])[C:9]1[CH:10]=[C:11]([S:1]([Cl:5])(=[O:3])=[O:2])[CH:12]=[CH:13][CH:14]=1. The yield is 0.110. (3) The yield is 0.420. The catalyst is [Fe].O. The product is [CH2:1]([N:8]1[CH2:9][CH2:10][P:11]([C:14]2[CH:19]=[CH:18][C:17]([NH2:20])=[C:16]([O:23][CH3:24])[CH:15]=2)(=[O:25])[CH2:12][CH2:13]1)[C:2]1[CH:7]=[CH:6][CH:5]=[CH:4][CH:3]=1. The reactants are [CH2:1]([N:8]1[CH2:13][CH2:12][P:11](=[O:25])([C:14]2[CH:19]=[CH:18][C:17]([N+:20]([O-])=O)=[C:16]([O:23][CH3:24])[CH:15]=2)[CH2:10][CH2:9]1)[C:2]1[CH:7]=[CH:6][CH:5]=[CH:4][CH:3]=1.C(O)C.Cl.